The task is: Regression. Given two drug SMILES strings and cell line genomic features, predict the synergy score measuring deviation from expected non-interaction effect.. This data is from NCI-60 drug combinations with 297,098 pairs across 59 cell lines. (1) Synergy scores: CSS=3.75, Synergy_ZIP=-2.10, Synergy_Bliss=-3.14, Synergy_Loewe=0.665, Synergy_HSA=-1.66. Drug 1: C1=CC(=CC=C1C#N)C(C2=CC=C(C=C2)C#N)N3C=NC=N3. Drug 2: CN1C2=C(C=C(C=C2)N(CCCl)CCCl)N=C1CCCC(=O)O.Cl. Cell line: OVCAR-8. (2) Drug 1: C1=C(C(=O)NC(=O)N1)N(CCCl)CCCl. Drug 2: CCC(=C(C1=CC=CC=C1)C2=CC=C(C=C2)OCCN(C)C)C3=CC=CC=C3.C(C(=O)O)C(CC(=O)O)(C(=O)O)O. Cell line: NCI-H226. Synergy scores: CSS=12.0, Synergy_ZIP=-1.66, Synergy_Bliss=-0.141, Synergy_Loewe=-4.21, Synergy_HSA=-2.28.